From a dataset of Catalyst prediction with 721,799 reactions and 888 catalyst types from USPTO. Predict which catalyst facilitates the given reaction. (1) Reactant: C(OC([N:8]1[CH2:12][CH2:11][CH2:10][CH:9]1[CH2:13][NH:14][C:15]1[N:20]=[C:19]([O:21][CH3:22])[C:18]([NH:23][C:24]([C:26]2[N:27]=[C:28]([O:31][C:32]3[CH:33]=[C:34]4[C:38](=[CH:39][C:40]=3[CH3:41])[CH2:37][CH2:36][C:35]4([CH3:43])[CH3:42])[S:29][CH:30]=2)=[O:25])=[C:17]([O:44][CH3:45])[N:16]=1)=O)(C)(C)C.C(=O)([O-])O.[Na+]. Product: [CH3:45][O:44][C:17]1[C:18]([NH:23][C:24]([C:26]2[N:27]=[C:28]([O:31][C:32]3[CH:33]=[C:34]4[C:38](=[CH:39][C:40]=3[CH3:41])[CH2:37][CH2:36][C:35]4([CH3:43])[CH3:42])[S:29][CH:30]=2)=[O:25])=[C:19]([O:21][CH3:22])[N:20]=[C:15]([NH:14][CH2:13][CH:9]2[CH2:10][CH2:11][CH2:12][NH:8]2)[N:16]=1. The catalyst class is: 55. (2) Reactant: N([S:3][CH2:4][C@@H:5]([C:16]([NH:18][CH2:19][C:20]([OH:22])=[O:21])=[O:17])[NH:6][C:7](=[O:15])[CH2:8][CH2:9][C@@H:10]([C:12]([OH:14])=[O:13])[NH2:11])=O.[CH3:23][C:24]1[CH:29]=[CH:28][C:27]([S:30]([O-:32])=[O:31])=[CH:26][CH:25]=1.[Na+]. Product: [NH2:11][C@@H:10]([CH2:9][CH2:8][C:7]([NH:6][C@@H:5]([CH2:4][S:3][S:30]([C:27]1[CH:28]=[CH:29][C:24]([CH3:23])=[CH:25][CH:26]=1)(=[O:32])=[O:31])[C:16]([NH:18][CH2:19][C:20]([OH:22])=[O:21])=[O:17])=[O:15])[C:12]([OH:14])=[O:13]. The catalyst class is: 6. (3) Reactant: [NH2:1][C:2]1[N:3]([C:19]2[CH:24]=[C:23]([O:25][CH3:26])[CH:22]=[CH:21][C:20]=2[Cl:27])[N:4]=[C:5]2[C:14]3[CH:13]=[CH:12][C:11]([N+:15]([O-])=O)=[CH:10][C:9]=3[NH:8][C:7](=[O:18])[C:6]=12.[Cl-].[Ca+2].[Cl-]. Product: [NH2:1][C:2]1[N:3]([C:19]2[CH:24]=[C:23]([O:25][CH3:26])[CH:22]=[CH:21][C:20]=2[Cl:27])[N:4]=[C:5]2[C:14]3[CH:13]=[CH:12][C:11]([NH2:15])=[CH:10][C:9]=3[NH:8][C:7](=[O:18])[C:6]=12. The catalyst class is: 8.